The task is: Predict the reactants needed to synthesize the given product.. This data is from Full USPTO retrosynthesis dataset with 1.9M reactions from patents (1976-2016). Given the product [CH3:13][O:12][CH:10]([C:8]1[CH:9]=[C:4]2[C:5](=[CH:6][C:7]=1[C:14]([F:15])([F:16])[F:17])[NH:18][C:25](=[O:33])[N:22]([NH:31][S:28]([CH3:27])(=[O:30])=[O:29])[C:3]2=[O:19])[CH3:11], predict the reactants needed to synthesize it. The reactants are: CO[C:3](=[O:19])[C:4]1[CH:9]=[C:8]([CH:10]([O:12][CH3:13])[CH3:11])[C:7]([C:14]([F:17])([F:16])[F:15])=[CH:6][C:5]=1[NH2:18].CC[N:22]([CH2:25]C)CC.[CH3:27][S:28]([NH:31]N)(=[O:30])=[O:29].[OH-:33].[Na+].Cl.